Dataset: NCI-60 drug combinations with 297,098 pairs across 59 cell lines. Task: Regression. Given two drug SMILES strings and cell line genomic features, predict the synergy score measuring deviation from expected non-interaction effect. Drug 2: CC(C)NC(=O)C1=CC=C(C=C1)CNNC.Cl. Synergy scores: CSS=11.1, Synergy_ZIP=-8.11, Synergy_Bliss=-3.56, Synergy_Loewe=-30.8, Synergy_HSA=-5.43. Drug 1: CN1CCC(CC1)COC2=C(C=C3C(=C2)N=CN=C3NC4=C(C=C(C=C4)Br)F)OC. Cell line: TK-10.